From a dataset of Full USPTO retrosynthesis dataset with 1.9M reactions from patents (1976-2016). Predict the reactants needed to synthesize the given product. Given the product [C:12](=[O:14])=[O:13].[CH2:1]1[O:4][CH:2]1[CH3:3].[CH:6]12[O:11][CH:5]1[CH2:10][CH2:9][CH2:8][CH2:7]2, predict the reactants needed to synthesize it. The reactants are: [CH2:1]1[O:4][CH:2]1[CH3:3].[CH:5]12[O:11][CH:6]1[CH2:7][CH2:8][CH2:9][CH2:10]2.[C:12](=[O:14])=[O:13].